This data is from Full USPTO retrosynthesis dataset with 1.9M reactions from patents (1976-2016). The task is: Predict the reactants needed to synthesize the given product. (1) The reactants are: [OH:1][CH2:2][C@@H:3]([NH:5][C:6](=[O:12])[O:7][C:8]([CH3:11])([CH3:10])[CH3:9])[CH3:4].[S:13](Cl)([C:16]1[CH:22]=[CH:21][C:19]([CH3:20])=[CH:18][CH:17]=1)(=[O:15])=[O:14].Cl. Given the product [CH3:20][C:19]1[CH:21]=[CH:22][C:16]([S:13]([O:1][CH2:2][C@@H:3]([NH:5][C:6]([O:7][C:8]([CH3:11])([CH3:10])[CH3:9])=[O:12])[CH3:4])(=[O:15])=[O:14])=[CH:17][CH:18]=1, predict the reactants needed to synthesize it. (2) The reactants are: [NH2:1][C:2]1[CH:7]=[CH:6][C:5]([S:8]([NH:11][C@H:12]2[CH2:16][CH2:15][O:14][C:13]2=[O:17])(=[O:10])=[O:9])=[CH:4][CH:3]=1.[CH2:18]([C:21]1[CH:29]=[CH:28][C:24]([C:25](Cl)=[O:26])=[CH:23][CH:22]=1)[CH2:19][CH3:20]. Given the product [CH2:18]([C:21]1[CH:22]=[CH:23][C:24]([C:25]([NH:1][C:2]2[CH:7]=[CH:6][C:5]([S:8](=[O:10])(=[O:9])[NH:11][C@H:12]3[CH2:16][CH2:15][O:14][C:13]3=[O:17])=[CH:4][CH:3]=2)=[O:26])=[CH:28][CH:29]=1)[CH2:19][CH3:20], predict the reactants needed to synthesize it.